Dataset: Forward reaction prediction with 1.9M reactions from USPTO patents (1976-2016). Task: Predict the product of the given reaction. (1) Given the reactants [CH3:1][NH2:2].[CH2:3]=O.CO[C:7](=[O:21])[CH2:8][CH2:9][CH:10]([C:14]1[CH:19]=[CH:18][CH:17]=[C:16]([Cl:20])[CH:15]=1)[N+:11]([O-:13])=[O:12].[Na+].[Cl-], predict the reaction product. The product is: [Cl:20][C:16]1[CH:15]=[C:14]([C:10]2([N+:11]([O-:13])=[O:12])[CH2:1][N:2]([CH3:3])[C:7](=[O:21])[CH2:8][CH2:9]2)[CH:19]=[CH:18][CH:17]=1. (2) Given the reactants F[C:2]1[CH:7]=[CH:6][C:5]([N+:8]([O-:10])=[O:9])=[C:4](F)[C:3]=1[I:12].[CH3:13][O-:14].[Na+].[CH3:16][OH:17], predict the reaction product. The product is: [I:12][C:3]1[C:4]([O:14][CH3:13])=[C:5]([N+:8]([O-:10])=[O:9])[CH:6]=[CH:7][C:2]=1[O:17][CH3:16]. (3) Given the reactants [CH2:1]([NH:3][C:4]([NH:6][C:7]1[CH:12]=[CH:11][C:10]([C:13]2[N:14]=[C:15]([N:23]3[CH2:28][CH2:27][O:26][CH2:25][CH2:24]3)[C:16]3[CH2:22][CH2:21][NH:20][CH2:19][C:17]=3[N:18]=2)=[CH:9][CH:8]=1)=[O:5])[CH3:2].[C:29](Cl)(=[O:31])[CH3:30], predict the reaction product. The product is: [C:29]([N:20]1[CH2:21][CH2:22][C:16]2[C:15]([N:23]3[CH2:24][CH2:25][O:26][CH2:27][CH2:28]3)=[N:14][C:13]([C:10]3[CH:9]=[CH:8][C:7]([NH:6][C:4]([NH:3][CH2:1][CH3:2])=[O:5])=[CH:12][CH:11]=3)=[N:18][C:17]=2[CH2:19]1)(=[O:31])[CH3:30]. (4) Given the reactants C(OC([N:6]1[C:14]2[C:9](=[CH:10][CH:11]=[C:12]([Br:15])[CH:13]=2)[C:8]([O:16][CH3:17])=[N:7]1)=O)C.BrC1C=CC=C2C=1C(OC)=NN2, predict the reaction product. The product is: [Br:15][C:12]1[CH:13]=[C:14]2[C:9]([C:8]([O:16][CH3:17])=[N:7][NH:6]2)=[CH:10][CH:11]=1.